From a dataset of Forward reaction prediction with 1.9M reactions from USPTO patents (1976-2016). Predict the product of the given reaction. (1) Given the reactants [F:1][C:2]1[CH:7]=[CH:6][C:5]([N+:8]([O-])=O)=[C:4]([CH2:11][CH:12]=[CH2:13])[CH:3]=1, predict the reaction product. The product is: [F:1][C:2]1[CH:7]=[CH:6][C:5]([NH2:8])=[C:4]([CH2:11][CH2:12][CH3:13])[CH:3]=1. (2) Given the reactants [OH:1][C:2]1[CH:7]=[CH:6][C:5]([CH2:8][CH2:9][C:10]([O:12][CH3:13])=[O:11])=[CH:4][CH:3]=1.C(=O)([O-])[O-].[K+].[K+].Br[CH2:21][C:22]([O:24][C:25]([CH3:28])([CH3:27])[CH3:26])=[O:23], predict the reaction product. The product is: [CH3:26][CH2:25][O:24][C:22]([CH3:21])=[O:23].[CH3:2][CH2:3][CH2:4][CH:5]([CH3:8])[CH3:6].[CH3:13][O:12][C:10](=[O:11])[CH2:9][CH2:8][C:5]1[CH:4]=[CH:3][C:2]([O:1][CH2:21][C:22]([O:24][C:25]([CH3:28])([CH3:27])[CH3:26])=[O:23])=[CH:7][CH:6]=1.